This data is from Peptide-MHC class I binding affinity with 185,985 pairs from IEDB/IMGT. The task is: Regression. Given a peptide amino acid sequence and an MHC pseudo amino acid sequence, predict their binding affinity value. This is MHC class I binding data. (1) The peptide sequence is IPRACQKSL. The MHC is HLA-A02:19 with pseudo-sequence HLA-A02:19. The binding affinity (normalized) is 0.0847. (2) The peptide sequence is LWLLWPVTL. The MHC is HLA-A23:01 with pseudo-sequence HLA-A23:01. The binding affinity (normalized) is 0.815.